From a dataset of Catalyst prediction with 721,799 reactions and 888 catalyst types from USPTO. Predict which catalyst facilitates the given reaction. (1) Reactant: [Br:1]N1C(=O)CCC1=O.[Cl:9][C:10]1[CH:11]=[C:12]([NH2:21])[CH:13]=[CH:14][C:15]=1[O:16][C:17]([F:20])([F:19])[F:18]. Product: [Br:1][C:13]1[CH:14]=[C:15]([O:16][C:17]([F:19])([F:20])[F:18])[C:10]([Cl:9])=[CH:11][C:12]=1[NH2:21]. The catalyst class is: 2. (2) Reactant: [Br:1][C:2]1[CH:7]=[C:6]([CH2:8][N:9]([C:17]2[O:18][C:19]([C:22]3[CH:27]=[CH:26][C:25]([C:28]#[N:29])=[CH:24][CH:23]=3)=[CH:20][N:21]=2)[C:10]2[CH:15]=[CH:14][C:13]([F:16])=[CH:12][CH:11]=2)[CH:5]=[CH:4][C:3]=1[C:30]([P:33](=[O:36])([OH:35])[OH:34])([F:32])[F:31].[Cl-].[NH4+].[N-:39]=[N+:40]=[N-:41].[Na+]. Product: [Br:1][C:2]1[CH:7]=[C:6]([CH2:8][N:9]([C:10]2[CH:11]=[CH:12][C:13]([F:16])=[CH:14][CH:15]=2)[C:17]2[O:18][C:19]([C:22]3[CH:27]=[CH:26][C:25]([C:28]4[N:39]=[N:40][NH:41][N:29]=4)=[CH:24][CH:23]=3)=[CH:20][N:21]=2)[CH:5]=[CH:4][C:3]=1[C:30]([P:33](=[O:35])([OH:34])[OH:36])([F:31])[F:32]. The catalyst class is: 42. (3) Reactant: [CH3:1][O:2][CH:3]([C:5]1[CH:14]=[CH:13][C:8]([C:9]([O:11]C)=[O:10])=[CH:7][CH:6]=1)[CH3:4].[OH-].[Li+].Cl.[CH3:18]O. Product: [CH2:1]([O:2][CH:3]([C:5]1[CH:14]=[CH:13][C:8]([C:9]([OH:11])=[O:10])=[CH:7][CH:6]=1)[CH3:4])[CH3:18]. The catalyst class is: 6. (4) Product: [F:42][C:2]([F:1])([F:41])[C:3]1[CH:4]=[C:5]([C:13]([CH3:39])([CH3:40])[C:14]([N:16]([C:18]2[CH:23]=[N:22][C:21]([N:24]3[CH2:29][CH2:28][C:27]4([O:30][CH2:45][CH2:44][S:43]4)[CH2:26][CH2:25]3)=[CH:20][C:19]=2[C:31]2[CH:36]=[CH:35][C:34]([F:37])=[CH:33][C:32]=2[CH3:38])[CH3:17])=[O:15])[CH:6]=[C:7]([C:9]([F:11])([F:10])[F:12])[CH:8]=1. Reactant: [F:1][C:2]([F:42])([F:41])[C:3]1[CH:4]=[C:5]([C:13]([CH3:40])([CH3:39])[C:14]([N:16]([C:18]2[C:19]([C:31]3[CH:36]=[CH:35][C:34]([F:37])=[CH:33][C:32]=3[CH3:38])=[CH:20][C:21]([N:24]3[CH2:29][CH2:28][C:27](=[O:30])[CH2:26][CH2:25]3)=[N:22][CH:23]=2)[CH3:17])=[O:15])[CH:6]=[C:7]([C:9]([F:12])([F:11])[F:10])[CH:8]=1.[SH:43][CH2:44][CH2:45]O.B(F)(F)F.CCOCC. The catalyst class is: 4.